Dataset: Forward reaction prediction with 1.9M reactions from USPTO patents (1976-2016). Task: Predict the product of the given reaction. (1) Given the reactants Br[C:2]1[C:3]([Cl:18])=[C:4]([NH:10][C:11](=[O:17])[O:12][C:13]([CH3:16])([CH3:15])[CH3:14])[CH:5]=[C:6]([C:8]#[N:9])[CH:7]=1.[Si:19]([O:26][C@H:27]1[C@H:32]([N:33]2[CH2:38][CH2:37][O:36][CH2:35][CH2:34]2)[CH2:31][CH2:30][NH:29][CH2:28]1)([C:22]([CH3:25])([CH3:24])[CH3:23])([CH3:21])[CH3:20].C1(P(C2C=CC=CC=2)C2C=CC3C(=CC=CC=3)C=2C2C3C(=CC=CC=3)C=CC=2P(C2C=CC=CC=2)C2C=CC=CC=2)C=CC=CC=1.C(=O)([O-])[O-].[Cs+].[Cs+], predict the reaction product. The product is: [Si:19]([O:26][C@H:27]1[C@H:32]([N:33]2[CH2:34][CH2:35][O:36][CH2:37][CH2:38]2)[CH2:31][CH2:30][N:29]([C:2]2[C:3]([Cl:18])=[C:4]([NH:10][C:11](=[O:17])[O:12][C:13]([CH3:16])([CH3:15])[CH3:14])[CH:5]=[C:6]([C:8]#[N:9])[CH:7]=2)[CH2:28]1)([C:22]([CH3:25])([CH3:23])[CH3:24])([CH3:20])[CH3:21]. (2) Given the reactants S(=O)(=O)(O)O.[Cl:6][C:7]1[CH:12]=[CH:11][C:10]([S:13]([N:16]([CH2:26][C:27]2[CH:39]=[CH:38][C:30]([C:31]([NH:33][CH2:34][C@H:35]([OH:37])[CH3:36])=[O:32])=[CH:29][CH:28]=2)[C@H:17]([C:20]2[CH:25]=[CH:24][CH:23]=[CH:22][CH:21]=2)[CH2:18][CH3:19])(=[O:15])=[O:14])=[CH:9][CH:8]=1, predict the reaction product. The product is: [Cl:6][C:7]1[CH:12]=[CH:11][C:10]([S:13]([N:16]([CH2:26][C:27]2[CH:28]=[CH:29][C:30]([C:31]([NH:33][CH2:34][C:35](=[O:37])[CH3:36])=[O:32])=[CH:38][CH:39]=2)[C@H:17]([C:20]2[CH:25]=[CH:24][CH:23]=[CH:22][CH:21]=2)[CH2:18][CH3:19])(=[O:15])=[O:14])=[CH:9][CH:8]=1. (3) Given the reactants [Cl:1][C:2]1[CH:17]=[CH:16][C:15]([N+:18]([O-:20])=[O:19])=[CH:14][C:3]=1[C:4]([NH:6][C:7]1[CH:12]=[CH:11][CH:10]=[CH:9][C:8]=1[OH:13])=O.O.C1(C)C=CC(S(O)(=O)=O)=CC=1, predict the reaction product. The product is: [Cl:1][C:2]1[CH:17]=[CH:16][C:15]([N+:18]([O-:20])=[O:19])=[CH:14][C:3]=1[C:4]1[O:13][C:8]2[CH:9]=[CH:10][CH:11]=[CH:12][C:7]=2[N:6]=1. (4) Given the reactants [OH:1][C@@H:2]([C@H:4]1[C:46](=[O:47])[N:6]2[C:7]([C:33]([O:35]CC3C=CC([N+]([O-])=O)=CC=3)=[O:34])=[C:8]([C:11]3[S:15][C:14]4=[C:16]([C:19]([C:21]5[CH:22]=[N:23][CH:24]=[C:25]([C:27]6[CH:32]=[CH:31][CH:30]=[CH:29][CH:28]=6)[CH:26]=5)=[O:20])[N:17]=[CH:18][N:13]4[CH:12]=3)[C@H:9]([CH3:10])[C@H:5]12)[CH3:3].[CH3:48]I, predict the reaction product. The product is: [OH:1][C@@H:2]([C@H:4]1[C:46](=[O:47])[N:6]2[C:7]([C:33]([O-:35])=[O:34])=[C:8]([C:11]3[S:15][C:14]4=[C:16]([C:19]([C:21]5[CH:22]=[N+:23]([CH3:48])[CH:24]=[C:25]([C:27]6[CH:32]=[CH:31][CH:30]=[CH:29][CH:28]=6)[CH:26]=5)=[O:20])[N:17]=[CH:18][N:13]4[CH:12]=3)[C@H:9]([CH3:10])[C@H:5]12)[CH3:3].